From a dataset of Peptide-MHC class I binding affinity with 185,985 pairs from IEDB/IMGT. Regression. Given a peptide amino acid sequence and an MHC pseudo amino acid sequence, predict their binding affinity value. This is MHC class I binding data. The peptide sequence is LLFYTRHRF. The MHC is HLA-B15:01 with pseudo-sequence HLA-B15:01. The binding affinity (normalized) is 1.00.